This data is from Peptide-MHC class II binding affinity with 134,281 pairs from IEDB. The task is: Regression. Given a peptide amino acid sequence and an MHC pseudo amino acid sequence, predict their binding affinity value. This is MHC class II binding data. The peptide sequence is KTDCTKEVEEAWASA. The MHC is HLA-DPA10201-DPB11401 with pseudo-sequence HLA-DPA10201-DPB11401. The binding affinity (normalized) is 0.387.